This data is from Reaction yield outcomes from USPTO patents with 853,638 reactions. The task is: Predict the reaction yield, written as a fraction of the theoretical maximum amount of product (1.0 means a 100% yield; for example, 0.34 means a 34% yield). The reactants are Cl.[CH2:2]([O:4][C:5]([N:7]1[CH2:13][CH2:12][C:11]([NH2:14])=[N:10][CH2:9][CH2:8]1)=[O:6])[CH3:3].C(=O)([O-])[O-].[K+].[K+].[N:21]1[CH:26]=[CH:25][C:24]([C:27](=O)[CH2:28][C:29](OCC)=[O:30])=[N:23][CH:22]=1. The yield is 0.460. The product is [CH2:2]([O:4][C:5]([N:7]1[CH2:13][CH2:12][C:11]2=[N:14][C:27]([C:24]3[CH:25]=[CH:26][N:21]=[CH:22][N:23]=3)=[CH:28][C:29](=[O:30])[N:10]2[CH2:9][CH2:8]1)=[O:6])[CH3:3]. The catalyst is C(O)C.